From a dataset of TCR-epitope binding with 47,182 pairs between 192 epitopes and 23,139 TCRs. Binary Classification. Given a T-cell receptor sequence (or CDR3 region) and an epitope sequence, predict whether binding occurs between them. (1) The epitope is YLDAYNMMI. The TCR CDR3 sequence is CAISDGGAAAGELFF. Result: 1 (the TCR binds to the epitope). (2) The epitope is FSKQLQQSM. The TCR CDR3 sequence is CASSEARQGDQPQHF. Result: 0 (the TCR does not bind to the epitope).